From a dataset of NCI-60 drug combinations with 297,098 pairs across 59 cell lines. Regression. Given two drug SMILES strings and cell line genomic features, predict the synergy score measuring deviation from expected non-interaction effect. (1) Drug 1: CC12CCC(CC1=CCC3C2CCC4(C3CC=C4C5=CN=CC=C5)C)O. Drug 2: CC1=C(C=C(C=C1)NC2=NC=CC(=N2)N(C)C3=CC4=NN(C(=C4C=C3)C)C)S(=O)(=O)N.Cl. Cell line: T-47D. Synergy scores: CSS=12.3, Synergy_ZIP=-3.24, Synergy_Bliss=8.37, Synergy_Loewe=3.97, Synergy_HSA=8.03. (2) Drug 2: C(CC(=O)O)C(=O)CN.Cl. Cell line: RPMI-8226. Drug 1: C1CC(C1)(C(=O)O)C(=O)O.[NH2-].[NH2-].[Pt+2]. Synergy scores: CSS=11.7, Synergy_ZIP=-1.41, Synergy_Bliss=3.71, Synergy_Loewe=-4.89, Synergy_HSA=-2.82.